This data is from NCI-60 drug combinations with 297,098 pairs across 59 cell lines. The task is: Regression. Given two drug SMILES strings and cell line genomic features, predict the synergy score measuring deviation from expected non-interaction effect. Drug 1: CCN(CC)CCNC(=O)C1=C(NC(=C1C)C=C2C3=C(C=CC(=C3)F)NC2=O)C. Drug 2: CC1=C(C(=O)C2=C(C1=O)N3CC4C(C3(C2COC(=O)N)OC)N4)N. Cell line: KM12. Synergy scores: CSS=56.2, Synergy_ZIP=-4.73, Synergy_Bliss=-7.19, Synergy_Loewe=-0.679, Synergy_HSA=-0.426.